Dataset: Full USPTO retrosynthesis dataset with 1.9M reactions from patents (1976-2016). Task: Predict the reactants needed to synthesize the given product. (1) Given the product [NH2:12][S:9]([C:4]1[C:3]([OH:13])=[C:2]([NH:1][C:17]([NH:16][CH2:14][CH3:15])=[O:18])[CH:7]=[CH:6][C:5]=1[Cl:8])(=[O:11])=[O:10], predict the reactants needed to synthesize it. The reactants are: [NH2:1][C:2]1[C:3]([OH:13])=[C:4]([S:9]([NH2:12])(=[O:11])=[O:10])[C:5]([Cl:8])=[CH:6][CH:7]=1.[CH2:14]([N:16]=[C:17]=[O:18])[CH3:15]. (2) Given the product [NH2:14][C:9]1[CH:10]=[CH:11][CH:12]=[C:13]2[C:8]=1[C:7](=[O:17])[C:6]1([NH:18][S:19]([CH3:22])(=[O:21])=[O:20])[C:5]3[CH:23]=[CH:24][C:25]([CH:27]([CH3:28])[CH3:29])=[CH:26][C:4]=3[O:3][C:2]12[OH:1], predict the reactants needed to synthesize it. The reactants are: [OH:1][C:2]12[C:13]3[C:8](=[C:9]([N+:14]([O-])=O)[CH:10]=[CH:11][CH:12]=3)[C:7](=[O:17])[C:6]1([NH:18][S:19]([CH3:22])(=[O:21])=[O:20])[C:5]1[CH:23]=[CH:24][C:25]([CH:27]([CH3:29])[CH3:28])=[CH:26][C:4]=1[O:3]2.C(O)C. (3) Given the product [F:25][C:26]1[CH:33]=[C:32]([F:34])[CH:31]=[CH:30][C:27]=1[CH2:28][N:10]1[C:11]2[C@:12]3([CH3:22])[C:19]([CH3:21])([CH3:20])[C@@H:15]([CH2:14][CH2:13]3)[C:16]=2[C:17](=[O:18])[N:9]1[C:3]1[CH:4]=[CH:5][C:6]([F:8])=[CH:7][C:2]=1[F:1], predict the reactants needed to synthesize it. The reactants are: [F:1][C:2]1[CH:7]=[C:6]([F:8])[CH:5]=[CH:4][C:3]=1[N:9]1[C:17](=[O:18])[C:16]2[C@H:15]3[C:19]([CH3:21])([CH3:20])[C@:12]([CH3:22])([CH2:13][CH2:14]3)[C:11]=2[NH:10]1.[I-].[Na+].[F:25][C:26]1[CH:33]=[C:32]([F:34])[CH:31]=[CH:30][C:27]=1[CH2:28]Br.C(OCC)(=O)C. (4) Given the product [F:1][C:2]1[CH:7]=[CH:6][CH:5]=[CH:4][C:3]=1[N:8]1[C:12]([CH2:13][O:14][CH3:15])=[C:11]([C:16]2[CH2:17][CH2:18][N:19]([C:22]([O:24][CH:25]([CH3:27])[CH3:26])=[O:23])[CH2:20][CH:21]=2)[N:10]=[N:9]1, predict the reactants needed to synthesize it. The reactants are: [F:1][C:2]1[CH:7]=[CH:6][CH:5]=[CH:4][C:3]=1[N:8]1[C:12]([CH2:13][O:14][CH3:15])=[C:11]([C:16]2[CH2:17][CH2:18][N:19]([C:22]([O:24][C:25](C)([CH3:27])[CH3:26])=[O:23])[CH2:20][CH:21]=2)[N:10]=[N:9]1.